Dataset: Forward reaction prediction with 1.9M reactions from USPTO patents (1976-2016). Task: Predict the product of the given reaction. The product is: [F:33][C:2]([F:1])([F:34])[C:3]1[CH:4]=[C:5]([CH:30]=[CH:31][CH:32]=1)[CH2:6][N:7]1[CH:13]([C:14]([NH:16][C:17]2([C:20]3[CH:21]=[CH:22][C:23]([C:24]([OH:26])=[O:25])=[CH:28][CH:29]=3)[CH2:19][CH2:18]2)=[O:15])[CH2:12][CH:11]2[CH:9]([CH2:10]2)[CH2:8]1. Given the reactants [F:1][C:2]([F:34])([F:33])[C:3]1[CH:4]=[C:5]([CH:30]=[CH:31][CH:32]=1)[CH2:6][N:7]1[CH:13]([C:14]([NH:16][C:17]2([C:20]3[CH:29]=[CH:28][C:23]([C:24]([O:26]C)=[O:25])=[CH:22][CH:21]=3)[CH2:19][CH2:18]2)=[O:15])[CH2:12][CH:11]2[CH:9]([CH2:10]2)[CH2:8]1.O[Li].O, predict the reaction product.